Dataset: Reaction yield outcomes from USPTO patents with 853,638 reactions. Task: Predict the reaction yield, written as a fraction of the theoretical maximum amount of product (1.0 means a 100% yield; for example, 0.34 means a 34% yield). (1) The reactants are [OH:1][C:2]1[CH:3]=[C:4]([C:8]#[C:9][C:10]2[CH:11]=[C:12]([C:16]([N:18]=[S@:19]([CH2:27][C:28]([O:30]CC)=O)([C:21]3[CH:26]=[CH:25][CH:24]=[CH:23][CH:22]=3)=[O:20])=[O:17])[CH:13]=[N:14][CH:15]=2)[CH:5]=[CH:6][CH:7]=1.[CH2:33]([N:35]([CH2:39][CH3:40])[CH2:36][CH2:37][NH2:38])[CH3:34]. The catalyst is CO. The product is [CH2:33]([N:35]([CH2:39][CH3:40])[CH2:36][CH2:37][NH:38][C:28](=[O:30])[CH2:27][S@:19](=[O:20])([C:21]1[CH:22]=[CH:23][CH:24]=[CH:25][CH:26]=1)=[N:18][C:16](=[O:17])[C:12]1[CH:11]=[C:10]([C:9]#[C:8][C:4]2[CH:5]=[CH:6][CH:7]=[C:2]([OH:1])[CH:3]=2)[CH:15]=[N:14][CH:13]=1)[CH3:34]. The yield is 0.590. (2) The reactants are C([O:3][C:4](=[O:36])[CH2:5][C@H:6]1[C:14]2[C:9](=[CH:10][C:11]([O:15][CH2:16][CH2:17][CH2:18][N:19]([C:21]3[C:26]([C:27]4[CH:32]=[CH:31][C:30]([O:33][CH3:34])=[CH:29][CH:28]=4)=[CH:25][N:24]=[C:23]([Cl:35])[N:22]=3)[CH3:20])=[CH:12][CH:13]=2)[CH2:8][CH2:7]1)C.C(O)C.O.O[Li].O. The catalyst is C1COCC1. The product is [Cl:35][C:23]1[N:22]=[C:21]([N:19]([CH3:20])[CH2:18][CH2:17][CH2:16][O:15][C:11]2[CH:10]=[C:9]3[C:14](=[CH:13][CH:12]=2)[C@H:6]([CH2:5][C:4]([OH:36])=[O:3])[CH2:7][CH2:8]3)[C:26]([C:27]2[CH:32]=[CH:31][C:30]([O:33][CH3:34])=[CH:29][CH:28]=2)=[CH:25][N:24]=1. The yield is 0.300. (3) The reactants are [CH2:1]([NH:4][CH2:5][CH2:6][OH:7])[CH2:2][CH3:3].[I-].[K+].Cl[CH2:11][CH2:12][CH2:13][O:14][C:15]1[CH:24]=[C:23]2[C:18]([C:19]([NH:25][C:26]3[CH:30]=[C:29]([CH2:31][C:32]([NH:34][C:35]4[CH:40]=[CH:39][CH:38]=[C:37]([F:41])[C:36]=4[F:42])=[O:33])[NH:28][N:27]=3)=[N:20][CH:21]=[N:22]2)=[CH:17][C:16]=1[O:43][CH3:44]. The catalyst is CC(N(C)C)=O. The product is [F:42][C:36]1[C:37]([F:41])=[CH:38][CH:39]=[CH:40][C:35]=1[NH:34][C:32](=[O:33])[CH2:31][C:29]1[NH:28][N:27]=[C:26]([NH:25][C:19]2[C:18]3[C:23](=[CH:24][C:15]([O:14][CH2:13][CH2:12][CH2:11][N:4]([CH2:5][CH2:6][OH:7])[CH2:1][CH2:2][CH3:3])=[C:16]([O:43][CH3:44])[CH:17]=3)[N:22]=[CH:21][N:20]=2)[CH:30]=1. The yield is 0.670. (4) The reactants are [NH2:1][C:2]1[CH:10]=[C:9]([O:11][CH3:12])[CH:8]=[C:7]([O:13][CH3:14])[C:3]=1[C:4]([NH2:6])=[O:5].C([Si](C)(C)[O:20][CH2:21][CH2:22][O:23][C:24]1[CH:25]=[CH:26][C:27]([CH:44]=O)=[N:28][C:29]=1[C:30]1[CH:35]=[CH:34][C:33]([S:36]([CH3:39])(=[O:38])=[O:37])=[CH:32][C:31]=1[C:40]([F:43])([F:42])[F:41])(C)(C)C.OS([O-])=O.[Na+].O.C1(C)C=CC(S(O)(=O)=O)=CC=1. The catalyst is CN(C)C(=O)C. The product is [OH:20][CH2:21][CH2:22][O:23][C:24]1[CH:25]=[CH:26][C:27]([C:44]2[NH:6][C:4](=[O:5])[C:3]3[C:2](=[CH:10][C:9]([O:11][CH3:12])=[CH:8][C:7]=3[O:13][CH3:14])[N:1]=2)=[N:28][C:29]=1[C:30]1[CH:35]=[CH:34][C:33]([S:36]([CH3:39])(=[O:38])=[O:37])=[CH:32][C:31]=1[C:40]([F:42])([F:43])[F:41]. The yield is 0.270. (5) The reactants are [Cl:1][C:2]1[CH:3]=[C:4]([CH:7]=[CH:8][C:9]=1[O:10][CH2:11][CH2:12][CH2:13][N:14]1[CH2:20][CH2:19][CH2:18][N:17]([CH3:21])[CH2:16][CH2:15]1)[CH:5]=O.[Cl:22][C:23]1[CH:24]=[C:25]([NH2:31])[C:26]([NH2:30])=[CH:27][C:28]=1[CH3:29]. No catalyst specified. The product is [Cl:22][C:23]1[C:28]([CH3:29])=[CH:27][C:26]2[NH:30][C:5]([C:4]3[CH:7]=[CH:8][C:9]([O:10][CH2:11][CH2:12][CH2:13][N:14]4[CH2:20][CH2:19][CH2:18][N:17]([CH3:21])[CH2:16][CH2:15]4)=[C:2]([Cl:1])[CH:3]=3)=[N:31][C:25]=2[CH:24]=1. The yield is 0.0800. (6) The reactants are [C:1]([O:5][C:6]([N:8]1[C:16]2[C:11](=[CH:12][CH:13]=[CH:14][CH:15]=2)[CH2:10][C@H:9]1[C:17]([OH:19])=O)=[O:7])([CH3:4])([CH3:3])[CH3:2].[N:20]1[NH:21][N:22]=[N:23][C:24]=1[CH2:25][NH2:26].C(Cl)CCl.C1C=CC2N(O)N=NC=2C=1.CCN(C(C)C)C(C)C. The catalyst is CN(C=O)C. The product is [N:20]1[NH:21][N:22]=[N:23][C:24]=1[CH2:25][NH:26][C:17]([C@@H:9]1[CH2:10][C:11]2[C:16](=[CH:15][CH:14]=[CH:13][CH:12]=2)[N:8]1[C:6]([O:5][C:1]([CH3:2])([CH3:4])[CH3:3])=[O:7])=[O:19]. The yield is 0.710. (7) The reactants are [OH-].[Na+].[Cl:3][C:4]1[CH:5]=[C:6]2[C:12]3=[CH:13][C:14]4[C:22](=[CH:23][C:11]3=[N:10][C:7]2=[CH:8][CH:9]=1)[C:21]1[C:16](=[CH:17][CH:18]=[C:19]([Cl:24])[CH:20]=1)[N:15]=4.Br[CH2:26][CH2:27][CH2:28][CH2:29][CH2:30][CH2:31][CH2:32][CH2:33][CH2:34][CH2:35][CH2:36][CH3:37].CO. The catalyst is [Cl-].C([N+](CC)(CC)CC)C1C=CC=CC=1.CS(C)=O. The product is [Cl:24][C:19]1[CH:20]=[C:21]2[C:22]3=[CH:23][C:11]4[N:10]([CH2:26][CH2:27][CH2:28][CH2:29][CH2:30][CH2:31][CH2:32][CH2:33][CH2:34][CH2:35][CH2:36][CH3:37])[C:7]5[C:6]([C:12]=4[CH:13]=[C:14]3[N:15]([CH2:19][CH2:20][CH2:21][CH2:22][CH2:23][CH2:11][CH2:12][CH2:6][CH2:5][CH2:4][CH2:9][CH3:8])[C:16]2=[CH:17][CH:18]=1)=[CH:5][C:4]([Cl:3])=[CH:9][CH:8]=5. The yield is 0.880. (8) The product is [CH3:11][NH:10][C:8]1[CH:7]=[CH:6][C:5]2[CH2:1][O:2][CH2:3][C:4]=2[CH:9]=1. The yield is 0.960. The catalyst is C1COCC1.O.CCOC(C)=O. The reactants are [CH2:1]1[C:5]2[CH:6]=[CH:7][C:8]([NH:10][CH:11]=O)=[CH:9][C:4]=2[CH2:3][O:2]1.[H-].[H-].[H-].[H-].[Li+].[Al+3].